From a dataset of Ames mutagenicity test results for genotoxicity prediction. Regression/Classification. Given a drug SMILES string, predict its toxicity properties. Task type varies by dataset: regression for continuous values (e.g., LD50, hERG inhibition percentage) or binary classification for toxic/non-toxic outcomes (e.g., AMES mutagenicity, cardiotoxicity, hepatotoxicity). Dataset: ames. (1) The molecule is CC(=O)Nc1cc2c(cc1OC(=O)c1ccccc1)-c1ccccc1C2. The result is 0 (non-mutagenic). (2) The compound is Cc1cccc(N)c1. The result is 0 (non-mutagenic).